Dataset: Forward reaction prediction with 1.9M reactions from USPTO patents (1976-2016). Task: Predict the product of the given reaction. (1) The product is: [N:5]1[CH:4]=[CH:3][C:2]([C:1](=[O:9])[CH2:27][C:26]([O:25][CH2:29][CH3:28])=[O:11])=[CH:7][CH:6]=1. Given the reactants [C:1]([OH:9])(=O)[C:2]1[CH:7]=[CH:6][N:5]=[CH:4][CH:3]=1.C(N1C=CN=C1)(N1C=CN=C1)=[O:11].[Cl-].[Mg+2].[Cl-].[O:25]1[CH2:29][CH2:28][CH2:27][CH2:26]1, predict the reaction product. (2) Given the reactants Cl[C:2]1[C:11]2[C:6](=[CH:7][CH:8]=[C:9]([C:12]([N:14]3[CH2:17][CH:16]([O:18][CH3:19])[CH2:15]3)=[O:13])[CH:10]=2)[C:5]([NH2:20])=[N:4][CH:3]=1.[CH3:21][N:22]1[C:30]2[C:25](=[CH:26][C:27](B3OC(C)(C)C(C)(C)O3)=[CH:28][CH:29]=2)[CH2:24][C:23]1=[O:40].CC([O-])=O.[K+].CN(C)C=O, predict the reaction product. The product is: [NH2:20][C:5]1[C:6]2[C:11](=[CH:10][C:9]([C:12]([N:14]3[CH2:17][CH:16]([O:18][CH3:19])[CH2:15]3)=[O:13])=[CH:8][CH:7]=2)[C:2]([C:27]2[CH:26]=[C:25]3[C:30](=[CH:29][CH:28]=2)[N:22]([CH3:21])[C:23](=[O:40])[CH2:24]3)=[CH:3][N:4]=1. (3) The product is: [Cl:27][C:13]1[C:12](=[O:28])[N:11]([CH2:10][C:7]2[CH:8]=[CH:9][C:4]([C:3]([NH2:30])=[O:2])=[CH:5][CH:6]=2)[CH:16]=[CH:15][C:14]=1[O:17][CH2:18][C:19]1[CH:24]=[CH:23][C:22]([F:25])=[CH:21][C:20]=1[F:26]. Given the reactants C[O:2][C:3](=O)[C:4]1[CH:9]=[CH:8][C:7]([CH2:10][N:11]2[CH:16]=[CH:15][C:14]([O:17][CH2:18][C:19]3[CH:24]=[CH:23][C:22]([F:25])=[CH:21][C:20]=3[F:26])=[C:13]([Cl:27])[C:12]2=[O:28])=[CH:6][CH:5]=1.[NH3:30], predict the reaction product. (4) Given the reactants [S:1]1[CH:5]=[CH:4][N:3]=[CH:2]1.C([Li])CCC.[CH3:11][C:12]([CH3:14])=[O:13], predict the reaction product. The product is: [OH:13][C:12]([C:2]1[S:1][CH:5]=[CH:4][N:3]=1)([CH3:14])[CH3:11].